Dataset: Reaction yield outcomes from USPTO patents with 853,638 reactions. Task: Predict the reaction yield, written as a fraction of the theoretical maximum amount of product (1.0 means a 100% yield; for example, 0.34 means a 34% yield). (1) The reactants are [NH2:1][C:2]1[C:11]2[CH:10]=[CH:9][CH:8]=[C:7](Br)[C:6]=2[N:5]=[C:4]2[CH2:13][N:14]([CH:17]3[CH2:20][CH2:19][CH2:18]3)[C:15](=[O:16])[C:3]=12.CC1(C)COB([C:28]2[C:35]([O:36][CH3:37])=[CH:34][CH:33]=[CH:32][C:29]=2[C:30]#[N:31])OC1. No catalyst specified. The product is [NH2:1][C:2]1[C:11]2[CH:10]=[CH:9][CH:8]=[C:7]([C:28]3[C:35]([O:36][CH3:37])=[CH:34][CH:33]=[CH:32][C:29]=3[C:30]#[N:31])[C:6]=2[N:5]=[C:4]2[CH2:13][N:14]([CH:17]3[CH2:20][CH2:19][CH2:18]3)[C:15](=[O:16])[C:3]=12. The yield is 0.360. (2) The reactants are [F-].C([N+](CCCC)(CCCC)CCCC)CCC.[Si]([O:36][CH2:37][CH2:38][O:39][CH2:40][C@H:41]([O:53][C:54]1[N:59]=[CH:58][N:57]=[C:56]2[N:60]([C:63]3[C:68]([Cl:69])=[CH:67][CH:66]=[CH:65][N:64]=3)[N:61]=[CH:62][C:55]=12)[C:42]([NH:44][C:45]1[CH:50]=[CH:49][C:48]([C:51]#[N:52])=[CH:47][N:46]=1)=[O:43])(C(C)(C)C)(C1C=CC=CC=1)C1C=CC=CC=1. The catalyst is C1COCC1. The product is [Cl:69][C:68]1[C:63]([N:60]2[C:56]3=[N:57][CH:58]=[N:59][C:54]([O:53][C@@H:41]([CH2:40][O:39][CH2:38][CH2:37][OH:36])[C:42]([NH:44][C:45]4[CH:50]=[CH:49][C:48]([C:51]#[N:52])=[CH:47][N:46]=4)=[O:43])=[C:55]3[CH:62]=[N:61]2)=[N:64][CH:65]=[CH:66][CH:67]=1. The yield is 0.568. (3) The catalyst is CO.[Pd]. The reactants are [OH:1][C:2]1([CH:16]2[CH2:21][CH2:20][CH2:19][CH2:18][N:17]2[C:22]([O:24][C:25]([CH3:28])([CH3:27])[CH3:26])=[O:23])[CH2:5][N:4](C(OCC2C=CC=CC=2)=O)[CH2:3]1. The product is [OH:1][C:2]1([CH:16]2[CH2:21][CH2:20][CH2:19][CH2:18][N:17]2[C:22]([O:24][C:25]([CH3:28])([CH3:27])[CH3:26])=[O:23])[CH2:3][NH:4][CH2:5]1. The yield is 0.980. (4) The catalyst is C1COCC1. The reactants are [Cl:1][C:2]1[CH:25]=[CH:24][C:5]([CH2:6][C:7]2[N:8]=[C:9]([C:18]3[CH:23]=[CH:22][N:21]=[CH:20][CH:19]=3)[S:10][C:11]=2[C:12](N(OC)C)=[O:13])=[CH:4][CH:3]=1.[H-].C([Al+]CC(C)C)C(C)C.CCCCCC. The yield is 0.730. The product is [Cl:1][C:2]1[CH:3]=[CH:4][C:5]([CH2:6][C:7]2[N:8]=[C:9]([C:18]3[CH:23]=[CH:22][N:21]=[CH:20][CH:19]=3)[S:10][C:11]=2[CH:12]=[O:13])=[CH:24][CH:25]=1. (5) The reactants are [F:1][C:2]1[C:25]([NH:26][C:27]([NH:29][C:30]2[CH:35]=[C:34]([CH3:36])[N:33]=[CH:32][CH:31]=2)=[O:28])=[CH:24][CH:23]=[CH:22][C:3]=1[CH2:4][N:5]1[CH2:10][CH2:9][N:8]([C:11]([O:13][CH2:14]C2C=CC=CC=2)=[O:12])[C@H:7]([CH3:21])[CH2:6]1.CCN(CC)CC.ClC(OC)=O. The catalyst is CO.[Pd]. The yield is 0.500. The product is [F:1][C:2]1[C:25]([NH:26][C:27]([NH:29][C:30]2[CH:31]=[CH:32][N:33]=[C:34]([CH3:36])[CH:35]=2)=[O:28])=[CH:24][CH:23]=[CH:22][C:3]=1[CH2:4][N:5]1[CH2:10][CH2:9][N:8]([C:11]([O:13][CH3:14])=[O:12])[C@H:7]([CH3:21])[CH2:6]1.